From a dataset of Reaction yield outcomes from USPTO patents with 853,638 reactions. Predict the reaction yield, written as a fraction of the theoretical maximum amount of product (1.0 means a 100% yield; for example, 0.34 means a 34% yield). (1) The reactants are [C:1]([O:5][C:6](=[O:35])[CH2:7][CH2:8][C:9]1[CH:14]=[CH:13][C:12]([O:15][Si:16]([C:29]([CH3:32])([CH3:31])[CH3:30])([C:23]2[CH:28]=[CH:27][CH:26]=[CH:25][CH:24]=2)[C:17]2[CH:22]=[CH:21][CH:20]=[CH:19][CH:18]=2)=[CH:11][C:10]=1[CH2:33][OH:34])([CH3:4])([CH3:3])[CH3:2].CN(C=O)C.[CH2:41](Br)[C:42]1[CH:47]=[CH:46][CH:45]=[CH:44][CH:43]=1.[H-].[Na+]. The catalyst is CCOC(C)=O. The product is [C:1]([O:5][C:6](=[O:35])[CH2:7][CH2:8][C:9]1[CH:14]=[CH:13][C:12]([O:15][Si:16]([C:29]([CH3:32])([CH3:31])[CH3:30])([C:17]2[CH:22]=[CH:21][CH:20]=[CH:19][CH:18]=2)[C:23]2[CH:24]=[CH:25][CH:26]=[CH:27][CH:28]=2)=[CH:11][C:10]=1[CH2:33][O:34][CH2:41][C:42]1[CH:47]=[CH:46][CH:45]=[CH:44][CH:43]=1)([CH3:4])([CH3:2])[CH3:3]. The yield is 0.580. (2) The reactants are F[C:2]1[CH:3]=[C:4]([CH:18]=[CH:19][C:20]=1[N+:21]([O-:23])=[O:22])[C:5]([N:7]([CH2:13][CH2:14][CH:15]([CH3:17])[CH3:16])[CH2:8][CH2:9][CH:10]([CH3:12])[CH3:11])=[O:6].[NH2:24][CH2:25][CH2:26][CH2:27][N:28]1[CH2:33][CH2:32][CH2:31][CH2:30][CH2:29]1.C(=O)([O-])[O-].[K+].[K+]. The catalyst is C(#N)C. The product is [CH3:11][CH:10]([CH3:12])[CH2:9][CH2:8][N:7]([CH2:13][CH2:14][CH:15]([CH3:17])[CH3:16])[C:5](=[O:6])[C:4]1[CH:18]=[CH:19][C:20]([N+:21]([O-:23])=[O:22])=[C:2]([NH:24][CH2:25][CH2:26][CH2:27][N:28]2[CH2:33][CH2:32][CH2:31][CH2:30][CH2:29]2)[CH:3]=1. The yield is 1.00. (3) The reactants are [C:1]([O:4][CH2:5]Br)(=[O:3])[CH3:2].[C:7]1([CH2:13][CH2:14][CH2:15][CH:16]([CH2:20][CH2:21][C:22]2[CH:27]=[CH:26][CH:25]=[CH:24][CH:23]=2)[C:17]([OH:19])=[O:18])[CH:12]=[CH:11][CH:10]=[CH:9][CH:8]=1.CCN(C(C)C)C(C)C.O. The catalyst is CC#N. The product is [C:7]1([CH2:13][CH2:14][CH2:15][CH:16]([CH2:20][CH2:21][C:22]2[CH:27]=[CH:26][CH:25]=[CH:24][CH:23]=2)[C:17]([O:19][CH2:5][O:4][C:1](=[O:3])[CH3:2])=[O:18])[CH:8]=[CH:9][CH:10]=[CH:11][CH:12]=1. The yield is 0.350. (4) The reactants are [CH3:1][C:2]1([CH2:5][OH:6])[CH2:4][CH2:3]1.[N+:7]([C:10]1[CH:17]=[CH:16][CH:15]=[C:14]([N+]([O-])=O)[C:11]=1[C:12]#[N:13])([O-:9])=[O:8]. No catalyst specified. The product is [CH3:1][C:2]1([CH2:5][O:6][C:14]2[CH:15]=[CH:16][CH:17]=[C:10]([N+:7]([O-:9])=[O:8])[C:11]=2[C:12]#[N:13])[CH2:4][CH2:3]1. The yield is 0.650. (5) The reactants are Cl[C:2]1[N:7]=[CH:6][N:5]=[C:4]([N:8]2[CH2:13][CH2:12][N:11]([C:14]([O:16][C:17]([CH3:20])([CH3:19])[CH3:18])=[O:15])[CH2:10][CH2:9]2)[CH:3]=1.[F:21][C:22]1[CH:23]=[C:24](OB(O)O)[CH:25]=[CH:26][CH:27]=1.C(=O)([O-])[O-].[Na+].[Na+].C1(C)C=CC=CC=1. The catalyst is O. The product is [F:21][C:22]1[CH:27]=[C:26]([C:2]2[N:7]=[CH:6][N:5]=[C:4]([N:8]3[CH2:13][CH2:12][N:11]([C:14]([O:16][C:17]([CH3:20])([CH3:19])[CH3:18])=[O:15])[CH2:10][CH2:9]3)[CH:3]=2)[CH:25]=[CH:24][CH:23]=1. The yield is 0.330. (6) The reactants are [C:1]([O:5][C:6]([N:8]1[CH2:12][CH:11]([C:13]#[N:14])[CH2:10][CH:9]1[C:15]1[NH:16][C:17]([C:20]2[CH:25]=[CH:24][C:23](Br)=[CH:22][CH:21]=2)=[CH:18][N:19]=1)=[O:7])([CH3:4])([CH3:3])[CH3:2].[C:27]([O:31][C:32]([N:34]1[CH2:38][CH2:37][CH2:36][CH:35]1[C:39]1[NH:40][C:41]([C:44]2[CH:53]=[CH:52][C:51]3[C:46](=[CH:47][CH:48]=[C:49](B4OC(C)(C)C(C)(C)O4)[CH:50]=3)[CH:45]=2)=[CH:42][N:43]=1)=[O:33])([CH3:30])([CH3:29])[CH3:28].C([O-])(=O)C.[K+]. The catalyst is COCCOC.O.C(OCC)(=O)C.C1C=CC([P]([Pd]([P](C2C=CC=CC=2)(C2C=CC=CC=2)C2C=CC=CC=2)([P](C2C=CC=CC=2)(C2C=CC=CC=2)C2C=CC=CC=2)[P](C2C=CC=CC=2)(C2C=CC=CC=2)C2C=CC=CC=2)(C2C=CC=CC=2)C2C=CC=CC=2)=CC=1. The product is [C:1]([O:5][C:6]([N:8]1[CH2:12][CH:11]([C:13]#[N:14])[CH2:10][CH:9]1[C:15]1[NH:16][C:17]([C:20]2[CH:25]=[CH:24][C:23]([C:49]3[CH:48]=[CH:47][C:46]4[C:51](=[CH:52][CH:53]=[C:44]([C:41]5[NH:40][C:39]([CH:35]6[CH2:36][CH2:37][CH2:38][N:34]6[C:32]([O:31][C:27]([CH3:30])([CH3:29])[CH3:28])=[O:33])=[N:43][CH:42]=5)[CH:45]=4)[CH:50]=3)=[CH:22][CH:21]=2)=[CH:18][N:19]=1)=[O:7])([CH3:4])([CH3:3])[CH3:2]. The yield is 0.330.